From a dataset of Catalyst prediction with 721,799 reactions and 888 catalyst types from USPTO. Predict which catalyst facilitates the given reaction. (1) Reactant: CC(C1C=C(C(C)C)C(C2C=CC=CC=2P(C2CCCCC2)C2CCCCC2)=C(C(C)C)C=1)C.Cl[C:36]1[N:44]=[C:43]2[C:39]([N:40]=[C:41]([CH:46]=[O:47])[N:42]2[CH3:45])=[C:38]([N:48]2[CH2:53][CH2:52][O:51][CH2:50][CH2:49]2)[N:37]=1.[CH2:54]([C:56]1[NH:60][C:59]2[CH:61]=[CH:62][CH:63]=[CH:64][C:58]=2[N:57]=1)C.C(=O)([O-])[O-].[Cs+].[Cs+]. Product: [CH3:45][N:42]1[C:41]([CH:46]=[O:47])=[N:40][C:39]2[C:43]1=[N:44][C:36]([N:57]1[C:58]3[CH:64]=[CH:63][CH:62]=[CH:61][C:59]=3[N:60]=[C:56]1[CH3:54])=[N:37][C:38]=2[N:48]1[CH2:53][CH2:52][O:51][CH2:50][CH2:49]1. The catalyst class is: 62. (2) Reactant: ClC1N=C(N[C@H]2CCCC3(CNC(=O)C3)C2)C(F)=CN=1.[Cl:21][C:22]1[CH:23]=[C:24]2[C:30]([C:31]3[N:36]=[C:35]([NH:37][C@H:38]4[CH2:48][CH2:47][CH2:46][C:40]5([CH2:44][NH:43][C:42](=[O:45])[CH2:41]5)[CH2:39]4)[C:34]([F:49])=[CH:33][N:32]=3)=[CH:29][N:28](S(C3C=CC(C)=CC=3)(=O)=O)[C:25]2=[N:26][CH:27]=1.C[O-].[Na+]. The catalyst class is: 5. Product: [Cl:21][C:22]1[CH:23]=[C:24]2[C:30]([C:31]3[N:36]=[C:35]([NH:37][C@H:38]4[CH2:48][CH2:47][CH2:46][C:40]5([CH2:44][NH:43][C:42](=[O:45])[CH2:41]5)[CH2:39]4)[C:34]([F:49])=[CH:33][N:32]=3)=[CH:29][NH:28][C:25]2=[N:26][CH:27]=1. (3) Reactant: [CH:1]1[C:13]2[CH:12]([CH2:14][O:15][C:16]([NH:18][C@@H:19]([CH2:46]C=C)[C:20]([O:22][C@H:23]([C:40]3[CH:45]=[CH:44][CH:43]=[CH:42][CH:41]=3)[CH2:24][NH:25][C:26]([C@@H:28]([CH2:37][CH:38]=[CH2:39])[CH2:29][C:30]([O:32][C:33]([CH3:36])([CH3:35])[CH3:34])=[O:31])=[O:27])=[O:21])=[O:17])[C:11]3[C:6](=[CH:7][CH:8]=[CH:9][CH:10]=3)[C:5]=2[CH:4]=[CH:3][CH:2]=1. Product: [CH:10]1[C:11]2[CH:12]([CH2:14][O:15][C:16]([NH:18][C@@H:19]3[C:20](=[O:21])[O:22][C@H:23]([C:40]4[CH:45]=[CH:44][CH:43]=[CH:42][CH:41]=4)[CH2:24][NH:25][C:26](=[O:27])[C@H:28]([CH2:29][C:30]([O:32][C:33]([CH3:34])([CH3:36])[CH3:35])=[O:31])[CH2:37][CH:38]=[CH:39][CH2:46]3)=[O:17])[C:13]3[C:5](=[CH:4][CH:3]=[CH:2][CH:1]=3)[C:6]=2[CH:7]=[CH:8][CH:9]=1. The catalyst class is: 2. (4) Reactant: [CH2:1]([O:3][CH:4]([O:7][CH2:8][CH3:9])[CH2:5][OH:6])[CH3:2].[H-].[Na+].[CH2:12]([O:14][CH:15]([O:18][CH2:19][CH3:20])[CH2:16]Br)[CH3:13].[I-].[K+]. Product: [CH2:1]([O:3][CH:4]([O:7][CH2:8][CH3:9])[CH2:5][O:6][CH2:16][CH:15]([O:18][CH2:19][CH3:20])[O:14][CH2:12][CH3:13])[CH3:2]. The catalyst class is: 30. (5) Reactant: [NH2:1][C:2]1[CH:7]=[C:6](Br)[N:5]=[C:4]([C:9]([O:11][CH3:12])=[O:10])[C:3]=1[Cl:13].CC1(C)C(C)(C)OB([C:22]2[CH:30]=[CH:29][C:25]3[N:26]=[CH:27][O:28][C:24]=3[CH:23]=2)O1.C([O-])([O-])=O.[K+].[K+].O. Product: [NH2:1][C:2]1[CH:7]=[C:6]([C:22]2[CH:30]=[CH:29][C:25]3[N:26]=[CH:27][O:28][C:24]=3[CH:23]=2)[N:5]=[C:4]([C:9]([O:11][CH3:12])=[O:10])[C:3]=1[Cl:13]. The catalyst class is: 184. (6) Reactant: [CH2:1]([N:8]1[CH2:12][CH2:11][N:10]([C:13]2[S:14][C:15]([C:19]([OH:21])=O)=[C:16]([CH3:18])[N:17]=2)[C:9]1=[O:22])[C:2]1[CH:7]=[CH:6][CH:5]=[CH:4][CH:3]=1.CN1CCOCC1.ClC(OCC(C)C)=O.[CH2:38]([NH2:45])[C:39]1[CH:44]=[CH:43][CH:42]=[CH:41][CH:40]=1. Product: [CH2:38]([NH:45][C:19]([C:15]1[S:14][C:13]([N:10]2[CH2:11][CH2:12][N:8]([CH2:1][C:2]3[CH:3]=[CH:4][CH:5]=[CH:6][CH:7]=3)[C:9]2=[O:22])=[N:17][C:16]=1[CH3:18])=[O:21])[C:39]1[CH:44]=[CH:43][CH:42]=[CH:41][CH:40]=1. The catalyst class is: 7. (7) Reactant: [CH3:1][C@@:2]1([NH:20][C:21](=O)[C:22]2[CH:27]=[CH:26][CH:25]=[CH:24][CH:23]=2)[C@@H:9]2[C@@H:5]([CH2:6][N:7]([C:10]3[CH:15]=[CH:14][CH:13]=[C:12]([C:16]([F:19])([F:18])[F:17])[N:11]=3)[CH2:8]2)[CH2:4][CH2:3]1. Product: [CH2:21]([NH:20][C@:2]1([CH3:1])[C@@H:9]2[C@@H:5]([CH2:6][N:7]([C:10]3[CH:15]=[CH:14][CH:13]=[C:12]([C:16]([F:19])([F:17])[F:18])[N:11]=3)[CH2:8]2)[CH2:4][CH2:3]1)[C:22]1[CH:27]=[CH:26][CH:25]=[CH:24][CH:23]=1. The catalyst class is: 7. (8) Reactant: C([O:4][C@H:5]1[C@@H:9]([O:10]C(=O)C)[C@H:8]([N:14]2[CH:22]=[N:21][C:20]3[C:15]2=[N:16][C:17]([C:40]#[N:41])=[N:18][C:19]=3[NH:23][CH2:24][CH:25]([C:33]2[CH:38]=[CH:37][C:36]([Cl:39])=[CH:35][CH:34]=2)[C:26]2[CH:31]=[CH:30][C:29]([Cl:32])=[CH:28][CH:27]=2)[O:7][C@@H:6]1[CH2:42][O:43]C(=O)C)(=O)C.N.C(=O)([O-])[O-].[Na+].[Na+]. Product: [NH2:41][CH2:40][C:17]1[N:16]=[C:15]2[C:20]([N:21]=[CH:22][N:14]2[C@H:8]2[C@H:9]([OH:10])[C@H:5]([OH:4])[C@@H:6]([CH2:42][OH:43])[O:7]2)=[C:19]([NH:23][CH2:24][CH:25]([C:33]2[CH:34]=[CH:35][C:36]([Cl:39])=[CH:37][CH:38]=2)[C:26]2[CH:27]=[CH:28][C:29]([Cl:32])=[CH:30][CH:31]=2)[N:18]=1. The catalyst class is: 29. (9) Reactant: [Na].[CH2:2]([NH:6][C:7]([NH2:9])=[O:8])[CH2:3][CH2:4][CH3:5].[C:10]([CH2:12][C:13](OCC)=[O:14])#[N:11].Cl. Product: [NH2:11][C:10]1[N:6]([CH2:2][CH2:3][CH2:4][CH3:5])[C:7](=[O:8])[NH:9][C:13](=[O:14])[CH:12]=1. The catalyst class is: 97. (10) Reactant: [N:1]1[CH:6]=[CH:5][C:4]([NH2:7])=[N:3][CH:2]=1.Br[C:9]1[C:10](=[O:17])[N:11]([CH3:16])[N:12]=[C:13]([Cl:15])[CH:14]=1.C(=O)([O-])[O-].[Cs+].[Cs+].CC1(C)C2C(=C(P(C3C=CC=CC=3)C3C=CC=CC=3)C=CC=2)OC2C(P(C3C=CC=CC=3)C3C=CC=CC=3)=CC=CC1=2. Product: [Cl:15][C:13]1[CH:14]=[C:9]([NH:7][C:4]2[CH:5]=[CH:6][N:1]=[CH:2][N:3]=2)[C:10](=[O:17])[N:11]([CH3:16])[N:12]=1. The catalyst class is: 102.